Dataset: Forward reaction prediction with 1.9M reactions from USPTO patents (1976-2016). Task: Predict the product of the given reaction. (1) Given the reactants [CH2:1]([O:8][CH2:9][CH2:10][CH2:11][C:12]1[N:13]=[C:14]([C:19]2[CH:20]=[N:21][C:22]([C:25]([F:28])([F:27])[F:26])=[CH:23][CH:24]=2)[S:15][C:16]=1[CH2:17][OH:18])[C:2]1[CH:7]=[CH:6][CH:5]=[CH:4][CH:3]=1.[H-].[Na+].[Cl:31][C:32]1[CH:39]=[C:38](F)[CH:37]=[CH:36][C:33]=1[C:34]#[N:35], predict the reaction product. The product is: [CH2:1]([O:8][CH2:9][CH2:10][CH2:11][C:12]1[N:13]=[C:14]([C:19]2[CH:20]=[N:21][C:22]([C:25]([F:28])([F:27])[F:26])=[CH:23][CH:24]=2)[S:15][C:16]=1[CH2:17][O:18][C:38]1[CH:37]=[CH:36][C:33]([C:34]#[N:35])=[C:32]([Cl:31])[CH:39]=1)[C:2]1[CH:7]=[CH:6][CH:5]=[CH:4][CH:3]=1. (2) Given the reactants Br[C:2]1[CH:3]=[C:4]([NH:10][C@@H:11]2[CH2:16][CH2:15][CH2:14][CH2:13][C@@H:12]2[NH:17][C:18](=[O:24])[O:19][C:20]([CH3:23])([CH3:22])[CH3:21])[CH:5]=[N:6][C:7]=1[C:8]#[N:9].[CH3:25][N:26]1[CH:30]=[C:29]([NH2:31])[CH:28]=[N:27]1.CC1(C)C2C(=C(P(C3C=CC=CC=3)C3C=CC=CC=3)C=CC=2)OC2C(P(C3C=CC=CC=3)C3C=CC=CC=3)=CC=CC1=2.C([O-])([O-])=O.[Cs+].[Cs+], predict the reaction product. The product is: [C:8]([C:7]1[N:6]=[CH:5][C:4]([NH:10][C@@H:11]2[CH2:16][CH2:15][CH2:14][CH2:13][C@@H:12]2[NH:17][C:18](=[O:24])[O:19][C:20]([CH3:23])([CH3:22])[CH3:21])=[CH:3][C:2]=1[NH:31][C:29]1[CH:28]=[N:27][N:26]([CH3:25])[CH:30]=1)#[N:9].